This data is from Forward reaction prediction with 1.9M reactions from USPTO patents (1976-2016). The task is: Predict the product of the given reaction. Given the reactants O[CH2:2][C@H:3]1[CH2:8][CH2:7][C@H:6]([C:9]([O:11][CH3:12])=[O:10])[CH2:5][CH2:4]1.CCN(S(F)(F)[F:19])CC, predict the reaction product. The product is: [F:19][CH2:2][C@H:3]1[CH2:8][CH2:7][C@H:6]([C:9]([O:11][CH3:12])=[O:10])[CH2:5][CH2:4]1.